From a dataset of Catalyst prediction with 721,799 reactions and 888 catalyst types from USPTO. Predict which catalyst facilitates the given reaction. (1) Reactant: [Cl:1][CH2:2][C:3]([C:5]1[CH:10]=[CH:9][CH:8]=[CH:7][CH:6]=1)=[O:4].[F:11][C:12]1[CH:13]=[C:14]([NH:18][CH:19]([C:31]2[CH:32]=[N:33][C:34]([O:37][CH3:38])=[CH:35][CH:36]=2)[C:20]([O:22][C@@H:23]2[CH:28]3[CH2:29][CH2:30][N:25]([CH2:26][CH2:27]3)[CH2:24]2)=[O:21])[CH:15]=[CH:16][CH:17]=1.CC#N.O. Product: [Cl-:1].[F:11][C:12]1[CH:13]=[C:14]([NH:18][CH:19]([C:31]2[CH:32]=[N:33][C:34]([O:37][CH3:38])=[CH:35][CH:36]=2)[C:20]([O:22][C@@H:23]2[CH:28]3[CH2:27][CH2:26][N+:25]([CH2:2][C:3](=[O:4])[C:5]4[CH:10]=[CH:9][CH:8]=[CH:7][CH:6]=4)([CH2:30][CH2:29]3)[CH2:24]2)=[O:21])[CH:15]=[CH:16][CH:17]=1. The catalyst class is: 25. (2) The catalyst class is: 11. Product: [C:1]1([C@H:7]2[CH2:11][CH2:10][CH2:9][C@H:8]2[NH2:12])[CH:6]=[CH:5][CH:4]=[CH:3][CH:2]=1. Reactant: [C:1]1([C@H:7]2[CH2:11][CH2:10][CH2:9][C@H:8]2[N:12]2C(=O)C3C(=CC=CC=3)C2=O)[CH:6]=[CH:5][CH:4]=[CH:3][CH:2]=1.NN.